Predict the reaction yield, written as a fraction of the theoretical maximum amount of product (1.0 means a 100% yield; for example, 0.34 means a 34% yield). From a dataset of Reaction yield outcomes from USPTO patents with 853,638 reactions. (1) The reactants are [C:1]([N:8]1[CH2:15][C@@H:14]([N:16]([C:25](=[O:27])[CH3:26])[CH:17]2[CH2:22][CH2:21][C:20]([CH3:24])([CH3:23])[CH2:19][CH2:18]2)[CH2:13][C@H:9]1[C:10]([OH:12])=O)([O:3][C:4]([CH3:7])([CH3:6])[CH3:5])=[O:2].CCN(C(C)C)C(C)C.[NH:37]1[CH2:42][CH2:41][NH:40][CH2:39][CH2:38]1.CN(C(ON1N=NC2C=CC=CC1=2)=[N+](C)C)C.F[P-](F)(F)(F)(F)F. The catalyst is CN(C=O)C. The product is [C:1]([N:8]1[CH2:15][C@@H:14]([N:16]([C:25](=[O:27])[CH3:26])[CH:17]2[CH2:18][CH2:19][C:20]([CH3:24])([CH3:23])[CH2:21][CH2:22]2)[CH2:13][C@H:9]1[C:10]([N:37]1[CH2:42][CH2:41][NH:40][CH2:39][CH2:38]1)=[O:12])([O:3][C:4]([CH3:7])([CH3:5])[CH3:6])=[O:2]. The yield is 0.930. (2) The reactants are [NH2:1][C:2]1[C:3]([CH3:13])=[C:4]([C:9]([Br:12])=[CH:10][CH:11]=1)[C:5]([O:7][CH3:8])=[O:6].[Cl:14]N1C(=O)CCC1=O. The catalyst is C(#N)C.C(OCC)(=O)C. The product is [NH2:1][C:2]1[C:3]([CH3:13])=[C:4]([C:9]([Br:12])=[C:10]([Cl:14])[CH:11]=1)[C:5]([O:7][CH3:8])=[O:6]. The yield is 0.960. (3) The reactants are Br[C:2]1[N:3]=[C:4]([N:13]([CH:21]2[CH2:23][CH2:22]2)[C:14](=[O:20])[O:15][C:16]([CH3:19])([CH3:18])[CH3:17])[C:5]2[N:6]([C:8]([CH:11]=[O:12])=[CH:9][N:10]=2)[CH:7]=1.CC1(C)C(C)(C)OB([C:32]2[CH:33]=[C:34]([CH:42]=[CH:43][CH:44]=2)[CH2:35][N:36]2[CH2:41][CH2:40][O:39][CH2:38][CH2:37]2)O1.C([O-])([O-])=O.[Na+].[Na+]. The catalyst is COCCOC. The product is [CH:21]1([N:13]([C:4]2[C:5]3[N:6]([C:8]([CH:11]=[O:12])=[CH:9][N:10]=3)[CH:7]=[C:2]([C:43]3[CH:44]=[CH:32][CH:33]=[C:34]([CH2:35][N:36]4[CH2:41][CH2:40][O:39][CH2:38][CH2:37]4)[CH:42]=3)[N:3]=2)[C:14](=[O:20])[O:15][C:16]([CH3:19])([CH3:18])[CH3:17])[CH2:23][CH2:22]1. The yield is 0.480. (4) The reactants are [F:1][C:2]1[CH:7]=[CH:6][C:5]([F:8])=[CH:4][C:3]=1[C@H:9]1[CH2:13][CH2:12][CH2:11][N:10]1[C:14]1[CH:19]=[CH:18][N:17]2[N:20]=[CH:21][C:22]([NH2:23])=[C:16]2[N:15]=1.[CH3:24][O:25][C:26]([C:28]1([C:31](O)=[O:32])[CH2:30][CH2:29]1)=[O:27].CN(C(ON1N=NC2C=CC=NC1=2)=[N+](C)C)C.F[P-](F)(F)(F)(F)F.CCN(C(C)C)C(C)C. The catalyst is CCOC(C)=O.CN(C=O)C. The product is [F:1][C:2]1[CH:7]=[CH:6][C:5]([F:8])=[CH:4][C:3]=1[C@H:9]1[CH2:13][CH2:12][CH2:11][N:10]1[C:14]1[CH:19]=[CH:18][N:17]2[N:20]=[CH:21][C:22]([NH:23][C:31]([C:28]3([C:26]([O:25][CH3:24])=[O:27])[CH2:30][CH2:29]3)=[O:32])=[C:16]2[N:15]=1. The yield is 0.600. (5) The catalyst is ClCCl. The product is [CH3:1][N:2]1[C:11]2[C:6](=[CH:7][CH:8]=[CH:9][CH:10]=2)[CH:5]=[C:4]([C:12]([NH:38][CH2:39][C:40]([O:42][C:43]([CH3:46])([CH3:45])[CH3:44])=[O:41])=[O:13])[C:3]1=[O:15]. The reactants are [CH3:1][N:2]1[C:11]2[C:6](=[CH:7][CH:8]=[CH:9][CH:10]=2)[CH:5]=[C:4]([C:12](Cl)=[O:13])[C:3]1=[O:15].CN1C2C(=CC=CC=2)C=C(C(O)=O)C1=O.C(Cl)(=O)C(Cl)=O.Cl.[NH2:38][CH2:39][C:40]([O:42][C:43]([CH3:46])([CH3:45])[CH3:44])=[O:41].C(N(C(C)C)CC)(C)C. The yield is 0.270. (6) The reactants are [Cl:1][C:2]1[CH:3]=[C:4]([C:8]2[C:17]3[C:12](=[CH:13][CH:14]=[C:15]([C:18]([C:28]4[CH:33]=[CH:32][C:31]([Cl:34])=[CH:30][CH:29]=4)([C:20]4[N:24]([CH3:25])[C:23](SC)=[N:22][N:21]=4)[NH2:19])[CH:16]=3)[N:11]3[N:35]=[N:36][N:37]=[C:10]3[N:9]=2)[CH:5]=[CH:6][CH:7]=1. The catalyst is [Ni].CC(=O)C. The product is [Cl:1][C:2]1[CH:3]=[C:4]([C:8]2[C:17]3[C:12](=[CH:13][CH:14]=[C:15]([C:18]([C:28]4[CH:33]=[CH:32][C:31]([Cl:34])=[CH:30][CH:29]=4)([C:20]4[N:24]([CH3:25])[CH:23]=[N:22][N:21]=4)[NH2:19])[CH:16]=3)[N:11]3[N:35]=[N:36][N:37]=[C:10]3[N:9]=2)[CH:5]=[CH:6][CH:7]=1. The yield is 0.180. (7) The reactants are CC1C=CC(S(O[CH2:12][CH2:13][O:14][CH2:15][CH2:16][O:17][CH2:18][C:19]#[CH:20])(=O)=O)=CC=1.[NH2:21][C:22]1[CH:27]=[CH:26][CH:25]=[CH:24][CH:23]=1. No catalyst specified. The product is [CH2:18]([O:17][CH2:16][CH2:15][O:14][CH2:13][CH2:12][NH:21][C:22]1[CH:27]=[CH:26][CH:25]=[CH:24][CH:23]=1)[C:19]#[CH:20]. The yield is 0.531. (8) The reactants are C[O:2][C:3](=[O:16])[CH:4]([O:6][C:7]1[CH:12]=[CH:11][C:10]([N+:13]([O-:15])=[O:14])=[CH:9][CH:8]=1)[CH3:5]. The catalyst is Cl. The product is [N+:13]([C:10]1[CH:9]=[CH:8][C:7]([O:6][CH:4]([CH3:5])[C:3]([OH:16])=[O:2])=[CH:12][CH:11]=1)([O-:15])=[O:14]. The yield is 0.853.